The task is: Predict the product of the given reaction.. This data is from Forward reaction prediction with 1.9M reactions from USPTO patents (1976-2016). (1) Given the reactants [F:1][C:2]1[CH:7]=[CH:6][C:5]([N:8]2[C:16]3[C:11](=[CH:12][C:13](O)=[C:14]([CH3:17])[CH:15]=3)[CH:10]=[N:9]2)=[CH:4][CH:3]=1.S(OS(C(F)(F)F)(=O)=O)(C(F)(F)F)(=O)=O.[C:34]([O:38][CH2:39][CH3:40])(=[O:37])[CH:35]=[CH2:36].C(N(CC)CC)C, predict the reaction product. The product is: [F:1][C:2]1[CH:7]=[CH:6][C:5]([N:8]2[C:16]3[C:11](=[CH:12][C:13](/[CH:36]=[CH:35]/[C:34]([O:38][CH2:39][CH3:40])=[O:37])=[C:14]([CH3:17])[CH:15]=3)[CH:10]=[N:9]2)=[CH:4][CH:3]=1. (2) Given the reactants [CH2:1]([N:5]1[C:13]2[N:12]=[C:11]([Cl:14])[NH:10][C:9]=2[C:8](=[O:15])[N:7]([CH2:16][CH2:17][CH2:18][C:19]([O:21]CC)=O)[C:6]1=[O:24])[CH2:2][CH2:3][CH3:4].[Cl:25][C:26]1[CH:27]=[C:28]([CH2:33]/[C:34](=[N:37]/[H])/[NH:35]O)[CH:29]=[CH:30][C:31]=1[Cl:32].[O-]CC.[Na+], predict the reaction product. The product is: [CH2:1]([N:5]1[C:13]2[N:12]=[C:11]([Cl:14])[NH:10][C:9]=2[C:8](=[O:15])[N:7]([CH2:16][CH2:17][CH2:18][C:19]2[O:21][N:35]=[C:34]([CH2:33][C:28]3[CH:29]=[CH:30][C:31]([Cl:32])=[C:26]([Cl:25])[CH:27]=3)[N:37]=2)[C:6]1=[O:24])[CH2:2][CH2:3][CH3:4]. (3) Given the reactants C([N:8]1[CH2:13][CH:12]2[CH2:14][CH2:15][CH:9]1[CH2:10][N:11]2[C:16]1[CH:21]=[CH:20][C:19]([F:22])=[CH:18][CH:17]=1)C1C=CC=CC=1.[ClH:23].CO, predict the reaction product. The product is: [ClH:23].[F:22][C:19]1[CH:18]=[CH:17][C:16]([N:11]2[CH2:10][CH:9]3[CH2:15][CH2:14][CH:12]2[CH2:13][NH:8]3)=[CH:21][CH:20]=1. (4) Given the reactants [NH2:1][C:2]1[C:3]([C:12]([NH:14][C@H:15]([C:22]([O:24][CH3:25])=[O:23])[C@@H:16]([CH3:21])[O:17][CH:18]([CH3:20])[CH3:19])=[O:13])=[CH:4][C:5]2[C:10]([CH:11]=1)=[CH:9][CH:8]=[CH:7][CH:6]=2.[N:26]([C:29]1[C:34]([CH3:35])=[CH:33][C:32]([CH3:36])=[CH:31][C:30]=1[CH3:37])=[C:27]=[O:28], predict the reaction product. The product is: [CH3:20][CH:18]([O:17][C@H:16]([CH3:21])[C@@H:15]([C:22]([O:24][CH3:25])=[O:23])[NH:14][C:12]([C:3]1[C:2]([NH:1][C:27]([NH:26][C:29]2[C:30]([CH3:37])=[CH:31][C:32]([CH3:36])=[CH:33][C:34]=2[CH3:35])=[O:28])=[CH:11][C:10]2[C:5](=[CH:6][CH:7]=[CH:8][CH:9]=2)[CH:4]=1)=[O:13])[CH3:19]. (5) Given the reactants [NH:1]1[C:9]2[C:4](=[CH:5][C:6]([C:10]([O:12][CH3:13])=[O:11])=[CH:7][CH:8]=2)[CH:3]=[N:2]1.C(=O)([O-])[O-].[K+].[K+].[CH:20](I)([CH3:22])[CH3:21], predict the reaction product. The product is: [CH:20]([N:1]1[C:9]2[C:4](=[CH:5][C:6]([C:10]([O:12][CH3:13])=[O:11])=[CH:7][CH:8]=2)[CH:3]=[N:2]1)([CH3:22])[CH3:21].